Dataset: Experimentally validated miRNA-target interactions with 360,000+ pairs, plus equal number of negative samples. Task: Binary Classification. Given a miRNA mature sequence and a target amino acid sequence, predict their likelihood of interaction. (1) The miRNA is hsa-miR-922 with sequence GCAGCAGAGAAUAGGACUACGUC. The protein sequence of the target gene is MQPKVPQLRRREGLGEEQEKGARGGEGNARTHGTPDLVQWTRHMEAVKTQFLEQAQRELAELLDRALWEAMQAYPKQDRPLPSAAPDSTSKTQELHPGKRKVFITRKSLIDELMEVQHFRTIYHMFIAGLCVLIISTLAIDFIDEGRLMLEFDLLLFSFGQLPLALMTWVPMFLSTLLVPYQTLWLWARPRAGGAWMLGASLGCVLLAAHAVVLCVLPVHVSVRHELPPASRCVLVFEQVRLLMKSYSFLRETVPGIFCVRGGKGISPPSFSSYLYFLFCPTLIYRETYPRTPSIRWNYV.... Result: 0 (no interaction). (2) The miRNA is mmu-miR-139-5p with sequence UCUACAGUGCACGUGUCUCCAG. The protein sequence of the target gene is MSRSPDAKEDPVECPLCMEPLEIDDINFFPCTCGYQICRFCWHRIRTDENGLCPACRKPYPEDPAVYKPLSQEELQRIKNEKKQKQNERKQKISENRKHLASVRVVQKNLVFVVGLSQRLADPEVLKRPEYFGKFGKIHKVVINNSTSYAGSQGPSASAYVTYIRSEDALRAIQCVNNVVVDGRTLKASLGTTKYCSYFLKNMQCPKPDCMYLHELGDEAASFTKEEMQAGKHQEYEQKLLQELYKLNPNFLQLSTGSVDKNKNKVTPLQRYDTPIDKPSDSLSIGNGDNSQQISNSDTP.... Result: 0 (no interaction). (3) The miRNA is hsa-miR-548ac with sequence CAAAAACCGGCAAUUACUUUUG. The protein sequence of the target gene is MKLILWYLVVALWCFFKDVEALLYRQKSDGKIAASRSGGFSYGSSSSGDLDRKKPLFSLEFGSPGETEDKSRQRQDAGSPKSEDTPAGGFFNSSSSSGDSDRTKPFFSLGLGAPGKAEDKSGDSQDAGGSKSEDTPPGGFFYGSSSSGDSDKKKPLFSFEFGATGEDEDKSRERWDAGNSRSEDSPADSTNTRYGAGFSSSGASLDVGFGWGISDEKGLEVSKADGRETRGSGSAGGETIVFGPDAGSSVGTGSSGLKLGAGKGDAAFGFEVSDSNSFGDTGISSKTVEGNQTSSSGGSV.... Result: 0 (no interaction).